Dataset: Forward reaction prediction with 1.9M reactions from USPTO patents (1976-2016). Task: Predict the product of the given reaction. (1) Given the reactants C([O:9][CH2:10][CH2:11][N:12]1[C:20]2[C:19](Cl)=[N:18][CH:17]=[N:16][C:15]=2[CH:14]=[CH:13]1)(=O)C1C=CC=CC=1.[Cl:22][C:23]1[CH:24]=[C:25]([CH:27]=[CH:28][C:29]=1[O:30][C:31]1[CH:36]=[CH:35][CH:34]=[C:33]([C:37]([F:44])([F:43])[CH2:38][C:39]([CH3:42])([CH3:41])[CH3:40])[CH:32]=1)[NH2:26].C(O)(C)C.[OH-].[Na+], predict the reaction product. The product is: [Cl:22][C:23]1[CH:24]=[C:25]([NH:26][C:19]2[C:20]3[N:12]([CH2:11][CH2:10][OH:9])[CH:13]=[CH:14][C:15]=3[N:16]=[CH:17][N:18]=2)[CH:27]=[CH:28][C:29]=1[O:30][C:31]1[CH:36]=[CH:35][CH:34]=[C:33]([C:37]([F:44])([F:43])[CH2:38][C:39]([CH3:42])([CH3:40])[CH3:41])[CH:32]=1. (2) Given the reactants [C:1]([O:5][C:6]([N:8]1[CH2:13][CH2:12][N:11]([CH2:14][C:15]2[CH:20]=[CH:19][CH:18]=[C:17]([C:21]#[C:22][C:23]3[CH:28]=[CH:27][CH:26]=[CH:25][C:24]=3[CH3:29])[CH:16]=2)[CH2:10][CH2:9]1)=[O:7])([CH3:4])([CH3:3])[CH3:2], predict the reaction product. The product is: [C:1]([O:5][C:6]([N:8]1[CH2:13][CH2:12][N:11]([CH2:14][C:15]2[CH:20]=[CH:19][CH:18]=[C:17]([CH2:21][CH2:22][C:23]3[CH:28]=[CH:27][CH:26]=[CH:25][C:24]=3[CH3:29])[CH:16]=2)[CH2:10][CH2:9]1)=[O:7])([CH3:4])([CH3:3])[CH3:2]. (3) Given the reactants [Cl:1][C:2]1[CH:3]=[C:4](/[CH:9]=[CH:10]/[C:11]([N:13]2[CH2:19][CH2:18][C:17](=[O:20])[N:16]([CH2:21][CH2:22][CH:23]=O)[CH2:15][CH2:14]2)=[O:12])[CH:5]=[CH:6][C:7]=1[Cl:8].[NH:25]1[CH2:30][CH2:29][CH:28]([OH:31])[CH2:27][CH2:26]1, predict the reaction product. The product is: [Cl:1][C:2]1[CH:3]=[C:4](/[CH:9]=[CH:10]/[C:11]([N:13]2[CH2:19][CH2:18][C:17](=[O:20])[N:16]([CH2:21][CH2:22][CH2:23][N:25]3[CH2:30][CH2:29][CH:28]([OH:31])[CH2:27][CH2:26]3)[CH2:15][CH2:14]2)=[O:12])[CH:5]=[CH:6][C:7]=1[Cl:8]. (4) The product is: [CH3:1][CH:2]([C:3](=[O:15])[CH2:4][CH2:5][C:6]1[CH:11]=[CH:10][C:9]([OH:12])=[C:8]([O:13][CH3:14])[CH:7]=1)[C:16](=[O:28])[CH2:17][CH2:18][C:19]1[CH:24]=[CH:23][C:22]([OH:25])=[C:21]([O:26][CH3:27])[CH:20]=1. Given the reactants [CH3:1][CH:2]([C:16](=[O:28])[CH:17]=[CH:18][C:19]1[CH:24]=[CH:23][C:22]([OH:25])=[C:21]([O:26][CH3:27])[CH:20]=1)[C:3](=[O:15])[CH:4]=[CH:5][C:6]1[CH:11]=[CH:10][C:9]([OH:12])=[C:8]([O:13][CH3:14])[CH:7]=1, predict the reaction product. (5) The product is: [CH2:56]1[C:54]2([CH2:57][CH:51]([NH:50][CH2:49][CH2:48][CH2:47][O:1][C:2]3[CH:11]=[C:10]4[C:5]([C:6]([O:12][C:13]5[CH:14]=[CH:15][C:16]([NH:19][C:20]([C:22]6[C:23](=[O:35])[N:24]([C:29]7[CH:30]=[CH:31][CH:32]=[CH:33][CH:34]=7)[N:25]([CH3:28])[C:26]=6[CH3:27])=[O:21])=[N:17][CH:18]=5)=[CH:7][CH:8]=[N:9]4)=[CH:4][CH:3]=3)[CH2:52][O:53]2)[CH2:55]1. Given the reactants [OH:1][C:2]1[CH:11]=[C:10]2[C:5]([C:6]([O:12][C:13]3[CH:14]=[CH:15][C:16]([NH:19][C:20]([C:22]4[C:23](=[O:35])[N:24]([C:29]5[CH:34]=[CH:33][CH:32]=[CH:31][CH:30]=5)[N:25]([CH3:28])[C:26]=4[CH3:27])=[O:21])=[N:17][CH:18]=3)=[CH:7][CH:8]=[N:9]2)=[CH:4][CH:3]=1.C(=O)([O-])[O-].[Cs+].[Cs+].CS(O[CH2:47][CH2:48][CH2:49][N:50](C(OC(C)(C)C)=O)[CH:51]1[CH2:57][C:54]2([CH2:56][CH2:55]2)[O:53][CH2:52]1)(=O)=O, predict the reaction product. (6) Given the reactants [NH2:1][C:2]1[CH:6]=[C:5]([C:7]2[CH:12]=[CH:11][N:10]=[CH:9][CH:8]=2)[S:4][C:3]=1[C:13]([NH2:15])=[O:14].[CH3:16][CH2:17][C:18](=O)[CH2:19][CH3:20].O.C1(C)C=CC(S(O)(=O)=O)=CC=1.C(=O)([O-])O.[Na+], predict the reaction product. The product is: [CH2:17]([C:18]1([CH2:19][CH3:20])[NH:1][C:2]2[CH:6]=[C:5]([C:7]3[CH:8]=[CH:9][N:10]=[CH:11][CH:12]=3)[S:4][C:3]=2[C:13](=[O:14])[NH:15]1)[CH3:16].